Regression. Given two drug SMILES strings and cell line genomic features, predict the synergy score measuring deviation from expected non-interaction effect. From a dataset of NCI-60 drug combinations with 297,098 pairs across 59 cell lines. (1) Drug 1: C1=CN(C(=O)N=C1N)C2C(C(C(O2)CO)O)O.Cl. Drug 2: CCC1(CC2CC(C3=C(CCN(C2)C1)C4=CC=CC=C4N3)(C5=C(C=C6C(=C5)C78CCN9C7C(C=CC9)(C(C(C8N6C=O)(C(=O)OC)O)OC(=O)C)CC)OC)C(=O)OC)O.OS(=O)(=O)O. Cell line: UACC62. Synergy scores: CSS=24.4, Synergy_ZIP=-8.98, Synergy_Bliss=-1.08, Synergy_Loewe=1.43, Synergy_HSA=2.32. (2) Drug 1: C1=CC(=CC=C1CCC2=CNC3=C2C(=O)NC(=N3)N)C(=O)NC(CCC(=O)O)C(=O)O. Drug 2: CCC1(C2=C(COC1=O)C(=O)N3CC4=CC5=C(C=CC(=C5CN(C)C)O)N=C4C3=C2)O.Cl. Cell line: LOX IMVI. Synergy scores: CSS=41.6, Synergy_ZIP=-2.70, Synergy_Bliss=-7.64, Synergy_Loewe=-8.25, Synergy_HSA=-3.90. (3) Drug 1: CN1C(=O)N2C=NC(=C2N=N1)C(=O)N. Drug 2: C(CN)CNCCSP(=O)(O)O. Cell line: SK-OV-3. Synergy scores: CSS=-0.712, Synergy_ZIP=1.17, Synergy_Bliss=0.0826, Synergy_Loewe=-0.886, Synergy_HSA=-1.92. (4) Drug 1: CC1=C(C=C(C=C1)C(=O)NC2=CC(=CC(=C2)C(F)(F)F)N3C=C(N=C3)C)NC4=NC=CC(=N4)C5=CN=CC=C5. Cell line: U251. Drug 2: CCN(CC)CCCC(C)NC1=C2C=C(C=CC2=NC3=C1C=CC(=C3)Cl)OC. Synergy scores: CSS=32.0, Synergy_ZIP=-11.2, Synergy_Bliss=-8.65, Synergy_Loewe=-10.1, Synergy_HSA=-5.40. (5) Drug 1: CCC1=CC2CC(C3=C(CN(C2)C1)C4=CC=CC=C4N3)(C5=C(C=C6C(=C5)C78CCN9C7C(C=CC9)(C(C(C8N6C)(C(=O)OC)O)OC(=O)C)CC)OC)C(=O)OC.C(C(C(=O)O)O)(C(=O)O)O. Drug 2: CC1=C(N=C(N=C1N)C(CC(=O)N)NCC(C(=O)N)N)C(=O)NC(C(C2=CN=CN2)OC3C(C(C(C(O3)CO)O)O)OC4C(C(C(C(O4)CO)O)OC(=O)N)O)C(=O)NC(C)C(C(C)C(=O)NC(C(C)O)C(=O)NCCC5=NC(=CS5)C6=NC(=CS6)C(=O)NCCC[S+](C)C)O. Cell line: 786-0. Synergy scores: CSS=43.0, Synergy_ZIP=-1.20, Synergy_Bliss=2.87, Synergy_Loewe=-1.74, Synergy_HSA=5.02. (6) Drug 2: CC1C(C(CC(O1)OC2CC(CC3=C2C(=C4C(=C3O)C(=O)C5=CC=CC=C5C4=O)O)(C(=O)C)O)N)O. Drug 1: CNC(=O)C1=CC=CC=C1SC2=CC3=C(C=C2)C(=NN3)C=CC4=CC=CC=N4. Synergy scores: CSS=32.6, Synergy_ZIP=-2.39, Synergy_Bliss=-4.31, Synergy_Loewe=-26.8, Synergy_HSA=-2.60. Cell line: HL-60(TB). (7) Drug 2: CCC1(C2=C(COC1=O)C(=O)N3CC4=CC5=C(C=CC(=C5CN(C)C)O)N=C4C3=C2)O.Cl. Synergy scores: CSS=10.2, Synergy_ZIP=3.29, Synergy_Bliss=2.89, Synergy_Loewe=-6.25, Synergy_HSA=0.160. Drug 1: CC1=C(C=C(C=C1)NC(=O)C2=CC=C(C=C2)CN3CCN(CC3)C)NC4=NC=CC(=N4)C5=CN=CC=C5. Cell line: SK-MEL-28. (8) Drug 2: CN(C(=O)NC(C=O)C(C(C(CO)O)O)O)N=O. Cell line: KM12. Synergy scores: CSS=50.7, Synergy_ZIP=1.72, Synergy_Bliss=1.52, Synergy_Loewe=-19.6, Synergy_HSA=1.32. Drug 1: CC12CCC3C(C1CCC2=O)CC(=C)C4=CC(=O)C=CC34C.